Dataset: Catalyst prediction with 721,799 reactions and 888 catalyst types from USPTO. Task: Predict which catalyst facilitates the given reaction. (1) Reactant: C(N(CC)CC)C.Cl[CH2:9][C:10]1[CH:15]=[CH:14][N:13]=[C:12]([F:16])[CH:11]=1.[SH:17][C:18]1[N:26]=[CH:25][CH:24]=[CH:23][C:19]=1[C:20]([OH:22])=[O:21].C(OCC)(=O)C. Product: [F:16][C:12]1[CH:11]=[C:10]([CH2:9][S:17][C:18]2[C:19]([C:20]([OH:22])=[O:21])=[CH:23][CH:24]=[CH:25][N:26]=2)[CH:15]=[CH:14][N:13]=1. The catalyst class is: 9. (2) Reactant: [CH3:1][N:2]1[CH2:7][CH2:6][N:5]([C:8]2[CH:13]=[CH:12][C:11]([NH:14][C:15]3[N:20]=[CH:19][C:18]4=[CH:21][CH:22]=[C:23]([C:24]5[CH:25]=[C:26]([CH:30]=O)[CH:27]=[N:28][CH:29]=5)[N:17]4[N:16]=3)=[CH:10][CH:9]=2)[CH2:4][CH2:3]1.[CH3:32][S:33]([CH2:36][CH2:37][NH2:38])(=[O:35])=[O:34].Cl.C(O)(=O)C.C(O[BH-](OC(=O)C)OC(=O)C)(=O)C.[Na+]. Product: [CH3:32][S:33]([CH2:36][CH2:37][NH:38][CH2:30][C:26]1[CH:25]=[C:24]([C:23]2[N:17]3[C:18]([CH:19]=[N:20][C:15]([NH:14][C:11]4[CH:10]=[CH:9][C:8]([N:5]5[CH2:4][CH2:3][N:2]([CH3:1])[CH2:7][CH2:6]5)=[CH:13][CH:12]=4)=[N:16]3)=[CH:21][CH:22]=2)[CH:29]=[N:28][CH:27]=1)(=[O:35])=[O:34]. The catalyst class is: 26. (3) The catalyst class is: 4. Reactant: [CH2:1]([C:3]1[C:8]([C:9]([OH:11])=O)=[CH:7][N:6]=[C:5]([S:12][CH3:13])[N:4]=1)[CH3:2].CN(C)C=O.C(Cl)(=O)C(Cl)=O.[C:25]1([NH2:35])[C:34]2[C:29](=[CH:30][CH:31]=[CH:32][CH:33]=2)[CH:28]=[CH:27][CH:26]=1. Product: [CH2:1]([C:3]1[C:8]([C:9]([NH:35][C:25]2[C:34]3[C:29](=[CH:30][CH:31]=[CH:32][CH:33]=3)[CH:28]=[CH:27][CH:26]=2)=[O:11])=[CH:7][N:6]=[C:5]([S:12][CH3:13])[N:4]=1)[CH3:2]. (4) Reactant: [C:1]([O:7]C(C)(C)C)(=O)[CH2:2][C:3]([CH3:5])=[O:4].[NH2:12][C:13]1[CH:18]=[CH:17][CH:16]=[C:15]([CH2:19][O:20][Si:21]([C:24]([CH3:27])([CH3:26])[CH3:25])([CH3:23])[CH3:22])[N:14]=1. Product: [Si:21]([O:20][CH2:19][C:15]1[N:14]=[C:13]([NH:12][C:1](=[O:7])[CH2:2][C:3](=[O:4])[CH3:5])[CH:18]=[CH:17][CH:16]=1)([C:24]([CH3:27])([CH3:26])[CH3:25])([CH3:23])[CH3:22]. The catalyst class is: 11. (5) Reactant: [CH3:1][C:2]1[CH:10]=[CH:9][C:5]([C:6]([OH:8])=[O:7])=[CH:4][C:3]=1[N+:11]([O-:13])=[O:12].CCN=C=NCCCN(C)C.[C:25](O)([CH3:28])([CH3:27])[CH3:26]. Product: [C:25]([O:7][C:6](=[O:8])[C:5]1[CH:9]=[CH:10][C:2]([CH3:1])=[C:3]([N+:11]([O-:13])=[O:12])[CH:4]=1)([CH3:28])([CH3:27])[CH3:26]. The catalyst class is: 119.